Dataset: Full USPTO retrosynthesis dataset with 1.9M reactions from patents (1976-2016). Task: Predict the reactants needed to synthesize the given product. (1) The reactants are: [N:1]1[CH:6]=[CH:5][CH:4]=[CH:3][C:2]=1[C:7]1[CH:8]=[N:9][NH:10][C:11]=1[NH2:12].[O:13]1[C:17]2[CH:18]=[CH:19][C:20]([C:22](=O)[CH2:23][C:24](OCC)=[O:25])=[CH:21][C:16]=2[O:15][CH2:14]1. Given the product [O:13]1[C:17]2[CH:18]=[CH:19][C:20]([C:22]3[NH:12][C:11]4[N:10]([N:9]=[CH:8][C:7]=4[C:2]4[CH:3]=[CH:4][CH:5]=[CH:6][N:1]=4)[C:24](=[O:25])[CH:23]=3)=[CH:21][C:16]=2[O:15][CH2:14]1, predict the reactants needed to synthesize it. (2) The reactants are: [F:1][C:2]1[C:7]([F:8])=[CH:6][CH:5]=[CH:4][C:3]=1[C:9]12[CH2:16][O:15][C@H:14]([C:17]([F:20])([F:19])[F:18])[CH:13]1[CH2:12][O:11][NH:10]2. Given the product [NH2:10][C@@:9]1([C:3]2[CH:4]=[CH:5][CH:6]=[C:7]([F:8])[C:2]=2[F:1])[CH2:16][O:15][C@H:14]([C:17]([F:19])([F:18])[F:20])[C@H:13]1[CH2:12][OH:11], predict the reactants needed to synthesize it. (3) Given the product [F:1][C:2]1[CH:7]=[CH:6][C:5]([C:8]([F:11])([F:10])[F:9])=[CH:4][C:3]=1[NH:12][C:13](=[O:30])[C:14]1[CH:19]=[CH:18][C:17]([CH3:20])=[C:16]([C:32]2[CH:33]=[C:34]3[C:39](=[CH:40][CH:41]=2)[N:38]=[C:37]([NH:42][CH3:43])[N:36]=[CH:35]3)[CH:15]=1, predict the reactants needed to synthesize it. The reactants are: [F:1][C:2]1[CH:7]=[CH:6][C:5]([C:8]([F:11])([F:10])[F:9])=[CH:4][C:3]=1[NH:12][C:13](=[O:30])[C:14]1[CH:19]=[CH:18][C:17]([CH3:20])=[C:16](B2OC(C)(C)C(C)(C)O2)[CH:15]=1.Br[C:32]1[CH:33]=[C:34]2[C:39](=[CH:40][CH:41]=1)[N:38]=[C:37]([NH:42][CH3:43])[N:36]=[CH:35]2.C([O-])([O-])=O.[Na+].[Na+].O1CCOCC1. (4) The reactants are: [C:1]([CH2:3][C:4]([NH2:6])=[O:5])#[N:2].C(O[K])(C)(C)C.[Si:13]([O:20][CH2:21][C:22]#[C:23][C:24](=O)[CH3:25])([C:16]([CH3:19])([CH3:18])[CH3:17])([CH3:15])[CH3:14]. Given the product [Si:13]([O:20][CH2:21][C:22]1[CH:23]=[C:24]([CH3:25])[NH:6][C:4](=[O:5])[C:3]=1[C:1]#[N:2])([C:16]([CH3:17])([CH3:18])[CH3:19])([CH3:15])[CH3:14], predict the reactants needed to synthesize it. (5) Given the product [CH2:1]([S:8][C:9]1[N:10]=[CH:11][C:12]([NH2:17])=[CH:13][C:14]=1[CH2:15][CH3:16])[C:2]1[CH:3]=[CH:4][CH:5]=[CH:6][CH:7]=1, predict the reactants needed to synthesize it. The reactants are: [CH2:1]([S:8][C:9]1[C:14]([CH2:15][CH3:16])=[CH:13][C:12]([N+:17]([O-])=O)=[CH:11][N:10]=1)[C:2]1[CH:7]=[CH:6][CH:5]=[CH:4][CH:3]=1.Cl. (6) Given the product [CH2:20]([C:17]1[CH:18]=[C:19]2[C:14]([CH2:13][CH2:12][N:11]=[C:10]2[CH2:9][CH2:4][CH2:3][O:2][CH3:1])=[CH:15][CH:16]=1)[CH3:21], predict the reactants needed to synthesize it. The reactants are: [CH3:1][O:2][CH2:3][CH2:4][O-].[Na+].Cl.Cl[CH2:9][C:10]1[C:19]2[C:14](=[CH:15][CH:16]=[C:17]([CH2:20][CH3:21])[CH:18]=2)[CH2:13][CH2:12][N:11]=1. (7) Given the product [F:1][C:2]1[CH:3]=[CH:4][C:5]([C@:8]2([OH:9])[C:12]3[CH:13]=[CH:14][CH:15]=[CH:16][C:11]=3[C:10](=[O:17])[N:21]3[CH2:22][C@@H:23]([CH3:24])[N:20]=[C:18]23)=[CH:6][CH:7]=1, predict the reactants needed to synthesize it. The reactants are: [F:1][C:2]1[CH:7]=[CH:6][C:5]([C:8]2([C:18]([NH2:20])=O)[C:12]3[CH:13]=[CH:14][CH:15]=[CH:16][C:11]=3[C:10](=[O:17])[O:9]2)=[CH:4][CH:3]=1.[NH2:21][CH2:22][CH:23](N)[CH3:24].C1(C)C=CC=CC=1. (8) The reactants are: Br[C:2]1[CH:10]=[CH:9][CH:8]=[C:7]2[C:3]=1[CH2:4][CH2:5][C:6]2=[O:11].[C:12]1(B(O)O)[CH:17]=[CH:16][CH:15]=[CH:14][CH:13]=1.C([O-])([O-])=O.[K+].[K+]. Given the product [C:12]1([C:2]2[CH:10]=[CH:9][CH:8]=[C:7]3[C:3]=2[CH2:4][CH2:5][C:6]3=[O:11])[CH:17]=[CH:16][CH:15]=[CH:14][CH:13]=1, predict the reactants needed to synthesize it. (9) Given the product [C:1]([O:5][C:6](=[O:7])[NH:8][C@:9]1([C:14]([NH:39][S:36]([C:31]2[CH:32]=[CH:33][CH:34]=[CH:35][C:30]=2[NH2:29])(=[O:37])=[O:38])=[O:16])[CH2:11][C@H:10]1[CH:12]=[CH2:13])([CH3:2])([CH3:3])[CH3:4], predict the reactants needed to synthesize it. The reactants are: [C:1]([O:5][C:6]([NH:8][C@:9]1([C:14]([OH:16])=O)[CH2:11][C@H:10]1[CH:12]=[CH2:13])=[O:7])([CH3:4])([CH3:3])[CH3:2].C1N=CN(C(N2C=NC=C2)=O)C=1.[NH2:29][C:30]1[CH:35]=[CH:34][CH:33]=[CH:32][C:31]=1[S:36]([NH2:39])(=[O:38])=[O:37].C1CCN2C(=NCCC2)CC1. (10) Given the product [CH2:1]([O:3][CH:4]([O:14][CH2:15][CH3:16])[CH2:5][N:6]([CH3:19])[C:7]1[CH:12]=[CH:11][CH:10]=[CH:9][C:8]=1[F:13])[CH3:2], predict the reactants needed to synthesize it. The reactants are: [CH2:1]([O:3][CH:4]([O:14][CH2:15][CH3:16])[CH2:5][NH:6][C:7]1[CH:12]=[CH:11][CH:10]=[CH:9][C:8]=1[F:13])[CH3:2].[H-].[Na+].[CH3:19]I.